From a dataset of Full USPTO retrosynthesis dataset with 1.9M reactions from patents (1976-2016). Predict the reactants needed to synthesize the given product. Given the product [CH2:34]([NH:35][C:8](=[O:10])[C:7]1[CH:6]=[CH:5][C:4]([N+:1]([O-:3])=[O:2])=[CH:12][CH:11]=1)[CH2:33][CH:32]([CH3:36])[CH3:31], predict the reactants needed to synthesize it. The reactants are: [N+:1]([C:4]1[CH:12]=[CH:11][C:7]([C:8]([OH:10])=O)=[CH:6][CH:5]=1)([O-:3])=[O:2].O.ON1C2C=CC=CC=2N=N1.CN1CCOCC1.[CH3:31][CH:32]([CH3:36])[CH2:33][CH2:34][NH2:35].Cl.CN(C)CCCN=C=NCC.